From a dataset of Peptide-MHC class II binding affinity with 134,281 pairs from IEDB. Regression. Given a peptide amino acid sequence and an MHC pseudo amino acid sequence, predict their binding affinity value. This is MHC class II binding data. (1) The peptide sequence is EIKSTKPEASSGEPVVVHIT. The MHC is DRB1_0701 with pseudo-sequence DRB1_0701. The binding affinity (normalized) is 0.212. (2) The peptide sequence is HDWILADKRPTAWFL. The MHC is DRB1_0701 with pseudo-sequence DRB1_0701. The binding affinity (normalized) is 0.461. (3) The peptide sequence is GTWTYDGSVVA. The MHC is HLA-DQA10101-DQB10501 with pseudo-sequence HLA-DQA10101-DQB10501. The binding affinity (normalized) is 0.0647. (4) The peptide sequence is AVTFVNAPAFAAERG. The MHC is DRB1_1101 with pseudo-sequence DRB1_1101. The binding affinity (normalized) is 0.380. (5) The peptide sequence is AFMVAATAANAAPAN. The MHC is DRB1_0901 with pseudo-sequence DRB1_0901. The binding affinity (normalized) is 0.637. (6) The peptide sequence is EKKYFAATQFEPLRA. The MHC is HLA-DQA10501-DQB10201 with pseudo-sequence HLA-DQA10501-DQB10201. The binding affinity (normalized) is 0.630. (7) The peptide sequence is CILAWILVRIINVRS. The MHC is DRB1_1501 with pseudo-sequence DRB1_1501. The binding affinity (normalized) is 0.363. (8) The peptide sequence is LDHILEPSIPYKSK. The MHC is HLA-DPA10201-DPB10501 with pseudo-sequence HLA-DPA10201-DPB10501. The binding affinity (normalized) is 0.245.